Dataset: Forward reaction prediction with 1.9M reactions from USPTO patents (1976-2016). Task: Predict the product of the given reaction. (1) The product is: [C:34]([O:33][C:32](=[O:38])[NH:31][CH:24]([C:25]1[CH:26]=[CH:27][CH:28]=[CH:29][CH:30]=1)[C:23]([NH:21][NH:22][C:18]([C@@H:13]1[CH2:12][CH2:11][C@@H:10]2[CH2:17][N:14]1[C:15](=[O:16])[N:9]2[O:8][CH2:1][C:2]1[CH:3]=[CH:4][CH:5]=[CH:6][CH:7]=1)=[O:20])=[O:39])([CH3:37])([CH3:35])[CH3:36]. Given the reactants [CH2:1]([O:8][N:9]1[C:15](=[O:16])[N:14]2[CH2:17][C@H:10]1[CH2:11][CH2:12][C@H:13]2[C:18]([OH:20])=O)[C:2]1[CH:7]=[CH:6][CH:5]=[CH:4][CH:3]=1.[NH:21]([C:23](=[O:39])[CH:24]([NH:31][C:32](=[O:38])[O:33][C:34]([CH3:37])([CH3:36])[CH3:35])[C:25]1[CH:30]=[CH:29][CH:28]=[CH:27][CH:26]=1)[NH2:22].ON1C2C=CC=CC=2N=N1.Cl.C(N=C=NCCCN(C)C)C, predict the reaction product. (2) Given the reactants [NH2:1][C:2]1[N:7]=[C:6]([C:8]([O:10][CH3:11])=[O:9])[CH:5]=[CH:4][CH:3]=1.C(=O)([O-])[O-].[Na+].[Na+].[Br:18]Br, predict the reaction product. The product is: [NH2:1][C:2]1[N:7]=[C:6]([C:8]([O:10][CH3:11])=[O:9])[C:5]([Br:18])=[CH:4][CH:3]=1. (3) Given the reactants [Si]([O:8][CH2:9][C:10]1[CH:11]=[C:12]([C:17]2[CH:18]=[N:19][C:20]([O:23][CH2:24][C:25]([F:28])([F:27])[F:26])=[CH:21][CH:22]=2)[C:13]([F:16])=[N:14][CH:15]=1)(C(C)(C)C)(C)C.[F-].C([N+](CCCC)(CCCC)CCCC)CCC.C[N+]1([O-])CCOCC1.C(Cl)Cl, predict the reaction product. The product is: [F:16][C:13]1[C:12]([C:17]2[CH:18]=[N:19][C:20]([O:23][CH2:24][C:25]([F:28])([F:26])[F:27])=[CH:21][CH:22]=2)=[CH:11][C:10]([CH:9]=[O:8])=[CH:15][N:14]=1. (4) Given the reactants [CH2:1]([N:15]1[CH:19]=[CH:18][N:17]=[CH:16]1)[CH2:2][CH2:3][CH2:4][CH2:5][CH2:6][CH2:7][CH2:8][CH2:9][CH2:10][CH2:11][CH2:12][CH2:13][CH3:14].[Br:20][CH2:21][C:22]1[CH:27]=[CH:26][C:25]([C:28]2[O:29][C:30]([C:33]3[CH:38]=[CH:37][CH:36]=[CH:35][CH:34]=3)=[CH:31][N:32]=2)=[CH:24][CH:23]=1, predict the reaction product. The product is: [Br-:20].[C:33]1([C:30]2[O:29][C:28]([C:25]3[CH:24]=[CH:23][C:22]([CH2:21][N:17]4[CH:18]=[CH:19][N+:15]([CH2:1][CH2:2][CH2:3][CH2:4][CH2:5][CH2:6][CH2:7][CH2:8][CH2:9][CH2:10][CH2:11][CH2:12][CH2:13][CH3:14])=[CH:16]4)=[CH:27][CH:26]=3)=[N:32][CH:31]=2)[CH:38]=[CH:37][CH:36]=[CH:35][CH:34]=1. (5) Given the reactants [CH2:1]([O:4][C:5]1[CH:10]=[CH:9][C:8]([CH2:11]O)=[CH:7][C:6]=1[Cl:13])[CH:2]=[CH2:3].P(Br)(Br)[Br:15], predict the reaction product. The product is: [CH2:1]([O:4][C:5]1[CH:10]=[CH:9][C:8]([CH2:11][Br:15])=[CH:7][C:6]=1[Cl:13])[CH:2]=[CH2:3].